From a dataset of Reaction yield outcomes from USPTO patents with 853,638 reactions. Predict the reaction yield, written as a fraction of the theoretical maximum amount of product (1.0 means a 100% yield; for example, 0.34 means a 34% yield). (1) The reactants are I[C:2]1[CH:7]=[CH:6][N:5]=[C:4]([N:8]2[C:16]3[CH2:15][CH2:14][CH2:13][CH2:12][C:11]=3[C:10]([C:17]([NH2:19])=[O:18])=[N:9]2)[CH:3]=1.[CH3:20][C:21]1[O:25][N:24]=[C:23]([C@:26]([OH:30])([C:28]#[CH:29])[CH3:27])[CH:22]=1. No catalyst specified. The product is [OH:30][C@:26]([C:23]1[CH:22]=[C:21]([CH3:20])[O:25][N:24]=1)([CH3:27])[C:28]#[C:29][C:2]1[CH:7]=[CH:6][N:5]=[C:4]([N:8]2[C:16]3[CH2:15][CH2:14][CH2:13][CH2:12][C:11]=3[C:10]([C:17]([NH2:19])=[O:18])=[N:9]2)[CH:3]=1. The yield is 0.670. (2) The reactants are BrN1C(=O)CCC1=O.[CH3:9][N:10]1[C:15]2[CH:16]=[CH:17][C:18]([CH3:20])=[CH:19][C:14]=2[S:13](=[O:22])(=[O:21])[C:12]([C:23]([O:25][CH3:26])=[O:24])=[N:11]1.[NH:27]1[CH2:32][CH2:31][O:30][CH2:29][CH2:28]1.C(Cl)Cl. The catalyst is ClC(Cl)C.CN(C=O)C. The product is [CH3:9][N:10]1[C:15]2[CH:16]=[CH:17][C:18]([CH2:20][N:27]3[CH2:32][CH2:31][O:30][CH2:29][CH2:28]3)=[CH:19][C:14]=2[S:13](=[O:22])(=[O:21])[C:12]([C:23]([O:25][CH3:26])=[O:24])=[N:11]1. The yield is 0.590. (3) The reactants are [CH3:1][C:2]1[NH:10][C:9]2[CH:8]=[CH:7][N:6]=[C:5]([N:11]3[CH2:20][CH2:19][C:18]4[C:13](=[CH:14][CH:15]=[CH:16][CH:17]=4)[CH2:12]3)[C:4]=2[C:3]=1[CH3:21].[ClH:22]. The catalyst is C(OCC)(=O)C. The product is [ClH:22].[CH3:1][C:2]1[NH:10][C:9]2[CH:8]=[CH:7][N:6]=[C:5]([N:11]3[CH2:20][CH2:19][C:18]4[C:13](=[CH:14][CH:15]=[CH:16][CH:17]=4)[CH2:12]3)[C:4]=2[C:3]=1[CH3:21]. The yield is 0.752. (4) The reactants are [CH3:1][N:2]1[CH2:7][CH2:6][C:5]([C:8]2[CH:16]=[C:15]3[C:11]([CH:12]=[CH:13][NH:14]3)=[CH:10][CH:9]=2)=[CH:4][CH2:3]1.C(=O)([O-])[O-].[K+].[K+].[F:23][C:24]1[CH:29]=[CH:28][C:27](I)=[CH:26][CH:25]=1. The catalyst is CN1CCC(=O)CC1.ClCCl.[Cu]. The product is [F:23][C:24]1[CH:29]=[CH:28][C:27]([N:14]2[C:15]3[C:11](=[CH:10][CH:9]=[C:8]([C:5]4[CH2:6][CH2:7][N:2]([CH3:1])[CH2:3][CH:4]=4)[CH:16]=3)[CH:12]=[CH:13]2)=[CH:26][CH:25]=1. The yield is 0.550. (5) The catalyst is CO.[OH-].[OH-].[Pd+2]. The reactants are [CH3:1][O:2][C:3]([C:5]1[CH:6]=[C:7]([CH:11]=[C:12]([N+:14]([O-])=O)[CH:13]=1)[C:8]([OH:10])=[O:9])=[O:4]. The product is [NH2:14][C:12]1[CH:11]=[C:7]([CH:6]=[C:5]([C:3]([O:2][CH3:1])=[O:4])[CH:13]=1)[C:8]([OH:10])=[O:9]. The yield is 0.920. (6) The reactants are [C:1]([C:3]1[C:8]([O:9][CH2:10][C@H:11]2[CH2:15][CH2:14][CH2:13][N:12]2[C:16]([O:18][C:19]([CH3:22])([CH3:21])[CH3:20])=[O:17])=[CH:7][CH:6]=[CH:5][N:4]=1)#[N:2].[OH-:23].[K+].O. The catalyst is C(O)(C)(C)C. The product is [C:1]([C:3]1[C:8]([O:9][CH2:10][C@H:11]2[CH2:15][CH2:14][CH2:13][N:12]2[C:16]([O:18][C:19]([CH3:22])([CH3:21])[CH3:20])=[O:17])=[CH:7][CH:6]=[CH:5][N:4]=1)(=[O:23])[NH2:2]. The yield is 0.900. (7) The reactants are [CH:1]1[C:10]2[C:5](=[CH:6][CH:7]=[CH:8][CH:9]=2)[CH:4]=[C:3]([C:11]([NH:13][C:14]2[NH:15][C:16]3[C:22]([C:23](O)=[O:24])=[CH:21][CH:20]=[CH:19][C:17]=3[N:18]=2)=[O:12])[N:2]=1.CN(C(ON1N=NC2C=CC=CC1=2)=[N+](C)C)C.F[P-](F)(F)(F)(F)F.CCN(C(C)C)C(C)C.[C:59]([O:63][C:64]([N:66]1[CH2:71][CH2:70][C:69]2[N:72]=[C:73]([NH2:75])[S:74][C:68]=2[CH2:67]1)=[O:65])([CH3:62])([CH3:61])[CH3:60]. The catalyst is CN(C=O)C. The product is [C:59]([O:63][C:64]([N:66]1[CH2:71][CH2:70][C:69]2[N:72]=[C:73]([NH:75][C:23]([C:22]3[C:16]4[NH:15][C:14]([NH:13][C:11]([C:3]5[N:2]=[CH:1][C:10]6[C:5]([CH:4]=5)=[CH:6][CH:7]=[CH:8][CH:9]=6)=[O:12])=[N:18][C:17]=4[CH:19]=[CH:20][CH:21]=3)=[O:24])[S:74][C:68]=2[CH2:67]1)=[O:65])([CH3:62])([CH3:60])[CH3:61]. The yield is 0.550. (8) The reactants are [C:1]1([N:7]2[CH:11]=[C:10]([C:12]([NH:14][CH2:15][CH2:16][NH:17][C:18](=O)[O:19]C3C=CC=CC=3)=[O:13])[C:9]([C:27]([F:30])([F:29])[F:28])=[N:8]2)[CH:6]=[CH:5][CH:4]=[CH:3][CH:2]=1.[F:31][C:32]([F:40])([F:39])[CH:33]1[CH2:38][CH2:37][NH:36][CH2:35][CH2:34]1.C(=O)([O-])[O-].[Cs+].[Cs+]. The catalyst is CCO. The product is [C:1]1([N:7]2[CH:11]=[C:10]([C:12]([NH:14][CH2:15][CH2:16][NH:17][C:18]([N:36]3[CH2:37][CH2:38][CH:33]([C:32]([F:40])([F:39])[F:31])[CH2:34][CH2:35]3)=[O:19])=[O:13])[C:9]([C:27]([F:30])([F:28])[F:29])=[N:8]2)[CH:6]=[CH:5][CH:4]=[CH:3][CH:2]=1. The yield is 0.330. (9) The reactants are [Cl:1][C:2]1[CH:3]=[C:4]([CH:7]=[CH:8][C:9]=1[S:10]([N:13]1[CH2:18][CH2:17][N:16]([C:19]2[CH:24]=[CH:23][C:22]([F:25])=[CH:21][C:20]=2[C:26]([F:29])([F:28])[F:27])[CH2:15][C@H:14]1[CH3:30])(=[O:12])=[O:11])[C:5]#[N:6].[OH:31]S(O)(=O)=O. The catalyst is C(O)(C(F)(F)F)=O. The product is [Cl:1][C:2]1[CH:3]=[C:4]([CH:7]=[CH:8][C:9]=1[S:10]([N:13]1[CH2:18][CH2:17][N:16]([C:19]2[CH:24]=[CH:23][C:22]([F:25])=[CH:21][C:20]=2[C:26]([F:28])([F:27])[F:29])[CH2:15][C@H:14]1[CH3:30])(=[O:11])=[O:12])[C:5]([NH2:6])=[O:31]. The yield is 0.890.